This data is from Forward reaction prediction with 1.9M reactions from USPTO patents (1976-2016). The task is: Predict the product of the given reaction. (1) Given the reactants [NH2:1][C:2]1[CH:6]=[CH:5][S:4][C:3]=1[C:7]([O:9][CH3:10])=[O:8].[F:11][C:12]1[CH:13]=[C:14]([S:18](Cl)(=[O:20])=[O:19])[CH:15]=[CH:16][CH:17]=1.N1C=CC=CC=1, predict the reaction product. The product is: [F:11][C:12]1[CH:13]=[C:14]([S:18]([NH:1][C:2]2[CH:6]=[CH:5][S:4][C:3]=2[C:7]([O:9][CH3:10])=[O:8])(=[O:20])=[O:19])[CH:15]=[CH:16][CH:17]=1. (2) Given the reactants [C:1]([C:5](O)=O)([CH3:4])([CH3:3])C.[NH2:8][C:9]1[CH:10]=[N:11][C:12]2[C:17]([C:18]=1[NH:19][NH2:20])=[CH:16][CH:15]=[CH:14][CH:13]=2.[C:21](OC)([O:27]C)([O:25]C)CCC.[C:31]1([CH3:37])C=CC=[CH:33][CH:32]=1, predict the reaction product. The product is: [CH2:31]([C:37]1[N:19]([NH:20][C:21](=[O:25])[O:27][C:1]([CH3:3])([CH3:4])[CH3:5])[C:18]2[C:17]3[CH:16]=[CH:15][CH:14]=[CH:13][C:12]=3[N:11]=[CH:10][C:9]=2[N:8]=1)[CH2:32][CH3:33]. (3) Given the reactants [F:1][C:2]1[CH:3]=[C:4]([NH:9][C:10]([C:12]2[CH:13]=[C:14]([S:19](Cl)(=[O:21])=[O:20])[CH:15]=[CH:16][C:17]=2[F:18])=[O:11])[CH:5]=[CH:6][C:7]=1[F:8].CCN(CC)CC.[NH2:30][C@@H:31]([CH3:34])[CH2:32][OH:33], predict the reaction product. The product is: [F:1][C:2]1[CH:3]=[C:4]([NH:9][C:10](=[O:11])[C:12]2[CH:13]=[C:14]([S:19](=[O:21])(=[O:20])[NH:30][C@@H:31]([CH3:34])[CH2:32][OH:33])[CH:15]=[CH:16][C:17]=2[F:18])[CH:5]=[CH:6][C:7]=1[F:8]. (4) The product is: [CH:28]1([C:31]2[CH:36]=[C:35]([CH2:19][N:17]3[CH2:18][C:15]4([CH2:26][C:12]([N:9]5[CH2:10][CH2:11][C:6]([CH3:27])([C:4]([O:3][CH2:1][CH3:2])=[O:5])[CH2:7][CH2:8]5)=[N:13][O:14]4)[CH2:16]3)[CH:34]=[C:33]([CH:39]3[CH2:41][CH2:40]3)[C:32]=2[C:42]2[CH:43]=[CH:44][C:45]([F:48])=[CH:46][CH:47]=2)[CH2:29][CH2:30]1. Given the reactants [CH2:1]([O:3][C:4]([C:6]1([CH3:27])[CH2:11][CH2:10][N:9]([C:12]2[CH2:26][C:15]3([CH2:18][N:17]([C:19](OC(C)(C)C)=O)[CH2:16]3)[O:14][N:13]=2)[CH2:8][CH2:7]1)=[O:5])[CH3:2].[CH:28]1([C:31]2[CH:36]=[C:35](C=O)[CH:34]=[C:33]([CH:39]3[CH2:41][CH2:40]3)[C:32]=2[C:42]2[CH:47]=[CH:46][C:45]([F:48])=[CH:44][CH:43]=2)[CH2:30][CH2:29]1, predict the reaction product. (5) Given the reactants [H-].[Na+].[Si:3]([O:20][CH2:21][CH2:22][O:23][CH2:24][C@H:25]([OH:36])[C:26]([NH:28][C:29]1[CH:34]=[CH:33][C:32]([CH3:35])=[CH:31][N:30]=1)=[O:27])([C:16]([CH3:19])([CH3:18])[CH3:17])([C:10]1[CH:15]=[CH:14][CH:13]=[CH:12][CH:11]=1)[C:4]1[CH:9]=[CH:8][CH:7]=[CH:6][CH:5]=1.Cl[C:38]1[C:39]2[N:46]=[N:45][N:44]([C:47]3[CH:52]=[CH:51][CH:50]=[CH:49][C:48]=3[Cl:53])[C:40]=2[N:41]=[CH:42][N:43]=1.C(O)(=O)CC(CC(O)=O)(C(O)=O)O, predict the reaction product. The product is: [Si:3]([O:20][CH2:21][CH2:22][O:23][CH2:24][C@H:25]([O:36][C:38]1[C:39]2[N:46]=[N:45][N:44]([C:47]3[CH:52]=[CH:51][CH:50]=[CH:49][C:48]=3[Cl:53])[C:40]=2[N:41]=[CH:42][N:43]=1)[C:26]([NH:28][C:29]1[CH:34]=[CH:33][C:32]([CH3:35])=[CH:31][N:30]=1)=[O:27])([C:16]([CH3:19])([CH3:18])[CH3:17])([C:10]1[CH:11]=[CH:12][CH:13]=[CH:14][CH:15]=1)[C:4]1[CH:5]=[CH:6][CH:7]=[CH:8][CH:9]=1. (6) Given the reactants [CH:1]1([N:6]2[CH2:12][C:11]([F:14])([F:13])[C:10](=[O:15])[N:9]([CH3:16])[C:8]3[CH:17]=[N:18][C:19]([NH:21][C:22]4[CH:30]=[CH:29][C:25]([C:26]([OH:28])=O)=[CH:24][C:23]=4[O:31][CH3:32])=[N:20][C:7]2=3)[CH2:5][CH2:4][CH2:3][CH2:2]1.F[P-](F)(F)(F)(F)F.CN(C(N(C)C)=[N+:44]1[C:52]2[C:47](=[N:48][CH:49]=C[CH:51]=2)[N+]([O-])=N1)C.C(N(C(C)C)C(C)C)C.CN1CC(N)C1, predict the reaction product. The product is: [CH:1]1([N:6]2[CH2:12][C:11]([F:13])([F:14])[C:10](=[O:15])[N:9]([CH3:16])[C:8]3[CH:17]=[N:18][C:19]([NH:21][C:22]4[CH:30]=[CH:29][C:25]([C:26]([NH:44][CH:52]5[CH2:47][N:48]([CH3:49])[CH2:51]5)=[O:28])=[CH:24][C:23]=4[O:31][CH3:32])=[N:20][C:7]2=3)[CH2:2][CH2:3][CH2:4][CH2:5]1. (7) Given the reactants C1C(=O)N([Br:8])C(=O)C1.[C:9]([C:11]1[CH:12]=[CH:13][C:14]([N:17]([CH:30]2[CH2:32][CH2:31]2)[S:18]([C:21]2[CH:26]=[CH:25][N:24]3[N:27]=[CH:28][CH:29]=[C:23]3[CH:22]=2)(=[O:20])=[O:19])=[N:15][CH:16]=1)#[N:10], predict the reaction product. The product is: [Br:8][C:29]1[CH:28]=[N:27][N:24]2[CH:25]=[CH:26][C:21]([S:18]([N:17]([C:14]3[CH:13]=[CH:12][C:11]([C:9]#[N:10])=[CH:16][N:15]=3)[CH:30]3[CH2:31][CH2:32]3)(=[O:20])=[O:19])=[CH:22][C:23]=12.